This data is from Reaction yield outcomes from USPTO patents with 853,638 reactions. The task is: Predict the reaction yield, written as a fraction of the theoretical maximum amount of product (1.0 means a 100% yield; for example, 0.34 means a 34% yield). No catalyst specified. The reactants are [C:1]([O:5][C:6]([N:8]1[CH2:13]CC(=O)[CH2:10][CH2:9]1)=[O:7])([CH3:4])([CH3:3])[CH3:2].[H-].[Na+].[CH3:17]I.[O:19]1[CH2:23][CH2:22][CH2:21]C1. The product is [C:1]([O:5][C:6]([N:8]1[CH2:9][CH2:10][C:23](=[O:19])[C:22]([CH3:21])([CH3:17])[CH2:13]1)=[O:7])([CH3:4])([CH3:3])[CH3:2]. The yield is 0.320.